This data is from Full USPTO retrosynthesis dataset with 1.9M reactions from patents (1976-2016). The task is: Predict the reactants needed to synthesize the given product. The reactants are: [C:1]1([C:18]2[CH:23]=[CH:22][CH:21]=[CH:20][CH:19]=2)[CH:6]=[CH:5][C:4]([S:7]([N:10]2[CH2:14][CH2:13][S:12][CH:11]2[C:15]([OH:17])=O)(=[O:9])=[O:8])=[CH:3][CH:2]=1.[NH2:24][CH:25]([C:29]1[CH:34]=[CH:33][CH:32]=[CH:31][C:30]=1[Cl:35])[CH2:26][CH2:27][OH:28]. Given the product [C:1]1([C:18]2[CH:19]=[CH:20][CH:21]=[CH:22][CH:23]=2)[CH:6]=[CH:5][C:4]([S:7]([N:10]2[CH2:14][CH2:13][S:12][CH:11]2[C:15]([NH:24][CH:25]([C:29]2[CH:34]=[CH:33][CH:32]=[CH:31][C:30]=2[Cl:35])[CH2:26][CH2:27][OH:28])=[O:17])(=[O:8])=[O:9])=[CH:3][CH:2]=1, predict the reactants needed to synthesize it.